Regression. Given a peptide amino acid sequence and an MHC pseudo amino acid sequence, predict their binding affinity value. This is MHC class I binding data. From a dataset of Peptide-MHC class I binding affinity with 185,985 pairs from IEDB/IMGT. (1) The peptide sequence is QKCGELLEFH. The MHC is HLA-A33:01 with pseudo-sequence HLA-A33:01. The binding affinity (normalized) is 0. (2) The peptide sequence is KRQEILDLWVY. The MHC is HLA-B57:01 with pseudo-sequence HLA-B57:01. The binding affinity (normalized) is 0.147. (3) The peptide sequence is IAGIILLIL. The MHC is HLA-A02:02 with pseudo-sequence HLA-A02:02. The binding affinity (normalized) is 0.229. (4) The peptide sequence is GLIKKPYRSI. The MHC is HLA-A02:01 with pseudo-sequence HLA-A02:01. The binding affinity (normalized) is 0.377.